From a dataset of Retrosynthesis with 50K atom-mapped reactions and 10 reaction types from USPTO. Predict the reactants needed to synthesize the given product. (1) Given the product c1ccc2c(c1)CCC(C1CCCC1)N2, predict the reactants needed to synthesize it. The reactants are: c1ccc2nc(C3CCCC3)ccc2c1. (2) Given the product CC(Cl)C(=O)Oc1coccc1=S, predict the reactants needed to synthesize it. The reactants are: CC(Cl)C(=O)Cl.Oc1coccc1=S. (3) Given the product O=C(C[N+]12CCC(CC1)[C@@H](OC(=O)C(NS(=O)(=O)CC(F)(F)F)c1ccccc1)C2)c1ccccc1, predict the reactants needed to synthesize it. The reactants are: O=C(CBr)c1ccccc1.O=C(O[C@H]1CN2CCC1CC2)C(NS(=O)(=O)CC(F)(F)F)c1ccccc1. (4) The reactants are: CCOC(=O)CC(c1ccc2sccc2c1)c1c[nH]c2c(CSC)cccc12. Given the product CSCc1cccc2c(C(CCO)c3ccc4sccc4c3)c[nH]c12, predict the reactants needed to synthesize it. (5) Given the product CCc1nc2c(C#N)cccn2c1-c1cccc(Oc2cccc(S(=O)(=O)N(Cc3ccc(OC)cc3)Cc3ccc(OC)cc3)c2)c1, predict the reactants needed to synthesize it. The reactants are: CCc1nc2c(C#N)cccn2c1-c1cccc(O)c1.COc1ccc(CN(Cc2ccc(OC)cc2)S(=O)(=O)c2cccc(Br)c2)cc1. (6) Given the product CC(=O)CCCCCCCCCCCCCCCn1c(=O)c2c(ncn2C)n(C)c1=O, predict the reactants needed to synthesize it. The reactants are: CC(O)CCCCCCCCCCCCCCCn1c(=O)c2c(ncn2C)n(C)c1=O.